This data is from Forward reaction prediction with 1.9M reactions from USPTO patents (1976-2016). The task is: Predict the product of the given reaction. Given the reactants [NH2:1][C:2]1[N:16]=[C:5]2[C:6]([N:10]3[CH2:14][CH2:13][C@@H:12]([OH:15])[CH2:11]3)=[N:7][CH:8]=[CH:9][N:4]2[N:3]=1.ClC1C2N(N=C(N)N=2)C=CN=1.N1CC[C@@H](O)C1.Cl[C:35]1[CH:43]=[C:42]2[C:38]([C:39]([CH3:46])([CH3:45])[C:40](=[O:44])[NH:41]2)=[CH:37][CH:36]=1, predict the reaction product. The product is: [OH:15][C@@H:12]1[CH2:13][CH2:14][N:10]([C:6]2[C:5]3[N:4]([N:3]=[C:2]([NH:1][C:35]4[CH:43]=[C:42]5[C:38]([C:39]([CH3:46])([CH3:45])[C:40](=[O:44])[NH:41]5)=[CH:37][CH:36]=4)[N:16]=3)[CH:9]=[CH:8][N:7]=2)[CH2:11]1.